Dataset: Full USPTO retrosynthesis dataset with 1.9M reactions from patents (1976-2016). Task: Predict the reactants needed to synthesize the given product. (1) Given the product [NH2:1][C:2]([C:4]1[CH:9]=[C:8]([C:26]#[N:27])[N:7]=[C:6]([N:11]2[CH2:16][CH2:15][CH:14]([NH:17][C:18](=[O:24])[O:19][C:20]([CH3:23])([CH3:22])[CH3:21])[CH2:13][CH2:12]2)[CH:5]=1)=[O:3], predict the reactants needed to synthesize it. The reactants are: [NH2:1][C:2]([C:4]1[CH:9]=[C:8](Cl)[N:7]=[C:6]([N:11]2[CH2:16][CH2:15][CH:14]([NH:17][C:18](=[O:24])[O:19][C:20]([CH3:23])([CH3:22])[CH3:21])[CH2:13][CH2:12]2)[CH:5]=1)=[O:3].[Cu](C#N)[C:26]#[N:27]. (2) Given the product [NH2:44][C:45]([CH3:83])([CH2:76][C:77]1[CH:78]=[CH:79][CH:80]=[CH:81][CH:82]=1)[CH2:46][O:47][CH2:48][C:49]1[CH:54]=[C:53]([CH:52]=[C:51]([N:68]([S:69]([CH3:72])(=[O:71])=[O:70])[CH2:73][CH2:74][CH3:75])[CH:50]=1)[C:55]([NH:57][CH:58]([CH3:62])[C:59]#[C:60][CH3:61])=[O:56], predict the reactants needed to synthesize it. The reactants are: C(OC(NC(C)(CC1C=CC=CC=1)COCC1C=C(C=C(N(S(C)(=O)=O)CCC)C=1)C(O)=O)=O)(C)(C)C.CC(N)C#CC.[NH2:44][C:45]([CH3:83])([CH2:76][C:77]1[CH:82]=[CH:81][CH:80]=[CH:79][CH:78]=1)[CH2:46][O:47][CH2:48][C:49]1[CH:50]=[C:51]([N:68]([CH2:73][CH2:74][CH3:75])[S:69]([CH3:72])(=[O:71])=[O:70])[CH:52]=[C:53]([C:55]([N:57]2[CH2:61][CH2:60][CH2:59][CH:58]2[C:62]2C=CC=CC=2)=[O:56])[CH:54]=1. (3) Given the product [C:23]1([C:29]#[C:30][CH2:31][CH2:32][N:8]2[CH2:12][CH2:11][CH:10]([S:13]([C:16]3[CH:21]=[CH:20][C:19]([OH:22])=[CH:18][CH:17]=3)(=[O:15])=[O:14])[CH2:9]2)[CH:28]=[CH:27][CH:26]=[CH:25][CH:24]=1, predict the reactants needed to synthesize it. The reactants are: FC(F)(F)C(O)=O.[NH:8]1[CH2:12][CH2:11][CH:10]([S:13]([C:16]2[CH:21]=[CH:20][C:19]([OH:22])=[CH:18][CH:17]=2)(=[O:15])=[O:14])[CH2:9]1.[C:23]1([C:29]#[C:30][CH2:31][CH2:32]OS(C2C=CC(C)=CC=2)(=O)=O)[CH:28]=[CH:27][CH:26]=[CH:25][CH:24]=1. (4) Given the product [NH2:8][C:5]1[CH:6]=[CH:7][C:2]([F:1])=[C:3]([N:11]([C:19]([O:21][C:22]([CH3:25])([CH3:24])[CH3:23])=[O:20])[C:12]([O:14][C:15]([CH3:17])([CH3:18])[CH3:16])=[O:13])[CH:4]=1, predict the reactants needed to synthesize it. The reactants are: [F:1][C:2]1[CH:7]=[CH:6][C:5]([N+:8]([O-])=O)=[CH:4][C:3]=1[N:11]([C:19]([O:21][C:22]([CH3:25])([CH3:24])[CH3:23])=[O:20])[C:12]([O:14][C:15]([CH3:18])([CH3:17])[CH3:16])=[O:13]. (5) Given the product [CH2:1]([O:3][C:4]1[CH:5]=[CH:6][C:7]([N:10]2[C:19](=[O:20])[C:18]3[C:13](=[CH:14][CH:15]=[CH:16][CH:17]=3)[N:12]=[C:11]2[C@H:21]([N:23]([CH2:24][CH:25]2[CH2:30][CH2:29][N:28]([CH:31]([CH3:32])[CH3:33])[CH2:27][CH2:26]2)[C:42](=[O:43])[CH2:41][C:38]2[CH:39]=[CH:40][C:35]([F:34])=[C:36]([C:45]([F:46])([F:48])[F:47])[CH:37]=2)[CH3:22])=[CH:8][CH:9]=1)[CH3:2], predict the reactants needed to synthesize it. The reactants are: [CH2:1]([O:3][C:4]1[CH:9]=[CH:8][C:7]([N:10]2[C:19](=[O:20])[C:18]3[C:13](=[CH:14][CH:15]=[CH:16][CH:17]=3)[N:12]=[C:11]2[C@H:21]([NH:23][CH2:24][CH:25]2[CH2:30][CH2:29][N:28]([CH:31]([CH3:33])[CH3:32])[CH2:27][CH2:26]2)[CH3:22])=[CH:6][CH:5]=1)[CH3:2].[F:34][C:35]1[CH:40]=[CH:39][C:38]([CH2:41][C:42](O)=[O:43])=[CH:37][C:36]=1[C:45]([F:48])([F:47])[F:46].CN1CCOCC1.ON1C2C=CC=CC=2N=N1.Cl.CN(C)CCCN=C=NCC.C(Cl)CCl. (6) Given the product [CH3:39][S:40]([OH:43])(=[O:42])=[O:41].[CH3:1][N:2]1[CH2:8][CH2:7][CH2:6][N:5]([CH2:9][C:10]2[CH:11]=[CH:12][C:13]([C:14]([NH:16][C:17]3[CH:22]=[C:21]([NH:23][C:24]4[N:29]=[C:28]([C:30]5[CH:31]=[N:32][CH:33]=[CH:34][CH:35]=5)[CH:27]=[CH:26][N:25]=4)[CH:20]=[CH:19][C:18]=3[CH3:36])=[O:15])=[CH:37][CH:38]=2)[CH2:4][CH2:3]1, predict the reactants needed to synthesize it. The reactants are: [CH3:1][N:2]1[CH2:8][CH2:7][CH2:6][N:5]([CH2:9][C:10]2[CH:38]=[CH:37][C:13]([C:14]([NH:16][C:17]3[CH:22]=[C:21]([NH:23][C:24]4[N:29]=[C:28]([C:30]5[CH:31]=[N:32][CH:33]=[CH:34][CH:35]=5)[CH:27]=[CH:26][N:25]=4)[CH:20]=[CH:19][C:18]=3[CH3:36])=[O:15])=[CH:12][CH:11]=2)[CH2:4][CH2:3]1.[CH3:39][S:40]([OH:43])(=[O:42])=[O:41]. (7) Given the product [CH3:21][O:20][CH:19]([O:2][CH3:1])[C:17]1[N:18]=[C:14]([C:11]2[CH:10]=[CH:9][C:8]([F:7])=[CH:13][CH:12]=2)[O:15][CH:16]=1, predict the reactants needed to synthesize it. The reactants are: [CH3:1][O:2][Si](C)(C)C.[F:7][C:8]1[CH:13]=[CH:12][C:11]([C:14]2[O:15][CH:16]=[C:17]([CH:19]=[O:20])[N:18]=2)=[CH:10][CH:9]=1.[CH2:21](Cl)Cl. (8) Given the product [CH2:1]([S:4][C:5]1[CH:12]=[C:11]([C:13]2[C:14]([C:18]([F:20])([F:21])[F:19])=[N:15][NH:16][CH:17]=2)[CH:10]=[CH:9][C:6]=1[CH3:7])[CH2:2][CH3:3], predict the reactants needed to synthesize it. The reactants are: [CH2:1]([S:4][C:5]1[CH:12]=[C:11]([C:13]2[C:14]([C:18]([F:21])([F:20])[F:19])=[N:15][NH:16][CH:17]=2)[CH:10]=[CH:9][C:6]=1[CH:7]=O)[CH2:2][CH3:3].C([SiH](CC)CC)C. (9) Given the product [F:20][C:21]1([F:38])[CH2:26][CH2:25][CH:24]([O:4][C:1](=[O:3])[N:10]([CH3:11])[C@H:9]2[CH2:8][NH:7][C:6]2=[O:5])[CH2:23][CH2:22]1, predict the reactants needed to synthesize it. The reactants are: [C:1]([O-:4])(=[O:3])C.[O:5]=[C:6]1[C@@H:9]([NH3+:10])[CH2:8][NH:7]1.[CH3:11]CN(C(C)C)C(C)C.[F:20][C:21]1([F:38])[CH2:26][CH2:25][CH:24](C2C=CN(C([O-])=O)C(=O)C=2C)[CH2:23][CH2:22]1. (10) Given the product [Br:1][C:2]1[N:7]=[C:6]([I:9])[C:5]([NH2:8])=[CH:4][CH:3]=1, predict the reactants needed to synthesize it. The reactants are: [Br:1][C:2]1[N:7]=[CH:6][C:5]([NH2:8])=[CH:4][CH:3]=1.[I:9]I.CCCCCC.